From a dataset of Full USPTO retrosynthesis dataset with 1.9M reactions from patents (1976-2016). Predict the reactants needed to synthesize the given product. (1) Given the product [Cl:1][C:2]1[C:11]([C:12]([F:15])([F:14])[F:13])=[N:10][C:9]2[C:4]([N:3]=1)=[CH:5][C:6]([O:17][CH2:18][CH3:20])=[CH:7][CH:8]=2, predict the reactants needed to synthesize it. The reactants are: [Cl:1][C:2]1[C:11]([C:12]([F:15])([F:14])[F:13])=[N:10][C:9]2[C:4](=[CH:5][C:6]([O:17][CH3:18])=[C:7](F)[CH:8]=2)[N:3]=1.Cl[C:20]1C(C(F)(F)F)=NC2C(=CC(F)=C(OC)C=2)N=1. (2) Given the product [CH2:4]([O:6][C:7]([C:9]1[CH:10]=[N:11][NH:12][C:13]=1[N:14]1[C:18](=[O:19])[NH:17][C:16]([CH:20]([NH:21][C:22]2[CH:27]=[CH:26][C:25]([C:28](=[NH:29])[NH2:32])=[CH:24][CH:23]=2)[C:37]2[C:38]([F:49])=[C:39]3[C:44](=[C:45]([O:47][CH3:48])[CH:46]=2)[O:43][CH2:42][CH2:41][CH2:40]3)=[N:15]1)=[O:8])[CH3:5], predict the reactants needed to synthesize it. The reactants are: CO.O.[CH2:4]([O:6][C:7]([C:9]1[CH:10]=[N:11][NH:12][C:13]=1[N:14]1[C:18](=[O:19])[NH:17][C:16]([CH:20]([C:37]2[C:38]([F:49])=[C:39]3[C:44](=[C:45]([O:47][CH3:48])[CH:46]=2)[O:43][CH2:42][CH2:41][CH2:40]3)[NH:21][C:22]2[CH:27]=[CH:26][C:25]([C:28]3[N:32]=C(C(F)(F)F)O[N:29]=3)=[CH:24][CH:23]=2)=[N:15]1)=[O:8])[CH3:5]. (3) Given the product [Br:1][C:2]1[CH:7]=[C:6]([F:8])[CH:5]=[CH:4][C:3]=1[CH:9]1[N:10]=[C:11]([C:22]2[S:23][CH:24]=[CH:25][N:26]=2)[NH:12][C:13]([CH2:20][N:30]2[CH2:31][CH2:32][O:33][C@H:28]([CH3:27])[C@H:29]2[C:34]([OH:36])=[O:35])=[C:14]1[C:15]([O:17][CH2:18][CH3:19])=[O:16], predict the reactants needed to synthesize it. The reactants are: [Br:1][C:2]1[CH:7]=[C:6]([F:8])[CH:5]=[CH:4][C:3]=1[CH:9]1[C:14]([C:15]([O:17][CH2:18][CH3:19])=[O:16])=[C:13]([CH2:20]Br)[NH:12][C:11]([C:22]2[S:23][CH:24]=[CH:25][N:26]=2)=[N:10]1.[CH3:27][C@H:28]1[O:33][CH2:32][CH2:31][NH:30][C@@H:29]1[C:34]([OH:36])=[O:35].C(=O)([O-])[O-].[K+].[K+]. (4) Given the product [Br-:36].[O:26]([CH2:33][CH2:34][CH2:35][N+:13]12[CH2:18][CH2:17][CH:16]([CH2:15][CH2:14]1)[C@@H:11]([O:10][C:8](=[O:9])[C@:7]([C:1]1[CH:6]=[CH:5][CH:4]=[CH:3][CH:2]=1)([N:20]1[CH2:25][CH2:24][CH2:23][CH2:22][CH2:21]1)[CH3:19])[CH2:12]2)[C:27]1[CH:32]=[CH:31][CH:30]=[CH:29][CH:28]=1, predict the reactants needed to synthesize it. The reactants are: [C:1]1([C@@:7]([N:20]2[CH2:25][CH2:24][CH2:23][CH2:22][CH2:21]2)([CH3:19])[C:8]([O:10][C@@H:11]2[CH:16]3[CH2:17][CH2:18][N:13]([CH2:14][CH2:15]3)[CH2:12]2)=[O:9])[CH:6]=[CH:5][CH:4]=[CH:3][CH:2]=1.[O:26]([CH2:33][CH2:34][CH2:35][Br:36])[C:27]1[CH:32]=[CH:31][CH:30]=[CH:29][CH:28]=1.